From a dataset of Reaction yield outcomes from USPTO patents with 853,638 reactions. Predict the reaction yield, written as a fraction of the theoretical maximum amount of product (1.0 means a 100% yield; for example, 0.34 means a 34% yield). (1) The reactants are CC(O[C:6]([NH:8][C@@H:9]([CH2:19][C:20]1[CH:25]=[CH:24][C:23]([C:26]2[N:27]=[C:28]3[C:33]([CH3:34])=[CH:32][CH:31]=[CH:30][N:29]3[CH:35]=2)=[CH:22][CH:21]=1)[CH2:10][CH2:11][C:12]([O:14]C(C)(C)C)=[O:13])=[O:7])(C)C.FC(F)(F)C(O)=O.C([SiH](CC)CC)C.C(NC(C)C)(C)C.[Cl:57][C:58]1[CH:59]=[C:60]([CH:75]=[CH:76][C:77]=1[O:78][CH:79]([CH3:81])[CH3:80])C(OC1C(F)=C(F)C(F)=C(F)C=1F)=O. The catalyst is C(Cl)Cl. The product is [Cl:57][C:58]1[CH:59]=[C:60]([C:6]([NH:8][C@@H:9]([CH2:19][C:20]2[CH:21]=[CH:22][C:23]([C:26]3[N:27]=[C:28]4[C:33]([CH3:34])=[CH:32][CH:31]=[CH:30][N:29]4[CH:35]=3)=[CH:24][CH:25]=2)[CH2:10][CH2:11][C:12]([OH:14])=[O:13])=[O:7])[CH:75]=[CH:76][C:77]=1[O:78][CH:79]([CH3:81])[CH3:80]. The yield is 0.610. (2) The reactants are Cl.[CH:2]12[CH2:7][CH:6]1[CH2:5][CH2:4][NH:3]2.C(=O)([O-])[O-].[K+].[K+].Cl[CH2:15][CH2:16][CH2:17][O:18][C:19]1[CH:20]=[C:21]2[C:25](=[CH:26][CH:27]=1)[NH:24][C:23]([C:28]([N:30]1[CH2:35][CH2:34][O:33][CH2:32][CH2:31]1)=[O:29])=[CH:22]2. The catalyst is C(#N)C. The product is [CH:2]12[CH2:7][CH:6]1[CH2:5][CH2:4][N:3]2[CH2:15][CH2:16][CH2:17][O:18][C:19]1[CH:20]=[C:21]2[C:25](=[CH:26][CH:27]=1)[NH:24][C:23]([C:28]([N:30]1[CH2:35][CH2:34][O:33][CH2:32][CH2:31]1)=[O:29])=[CH:22]2. The yield is 0.0800. (3) The product is [Cl:1][C:2]1[CH:7]=[CH:6][CH:5]=[C:4]([C:8]([C:10]2[N:15]=[C:14]([Cl:16])[CH:13]=[C:12]([O:17][CH3:18])[N:11]=2)=[O:9])[C:3]=1[N:19]([CH3:26])[S:20]([CH:23]([F:24])[F:25])(=[O:22])=[O:21]. The reactants are [Cl:1][C:2]1[CH:7]=[CH:6][CH:5]=[C:4]([C:8]([C:10]2[N:15]=[C:14]([Cl:16])[CH:13]=[C:12]([O:17][CH3:18])[N:11]=2)=[O:9])[C:3]=1[NH:19][S:20]([CH:23]([F:25])[F:24])(=[O:22])=[O:21].[C:26](=O)([O-])[O-].[K+].[K+].CI.C(OCC)(=O)C. The catalyst is CN(C)C=O.O. The yield is 0.722. (4) The reactants are C([O:3][C:4]([C:6]1[C:15](=[O:16])[C:14]2[C:9](=[CH:10][CH:11]=[CH:12][C:13]=2[O:17][CH3:18])[NH:8][CH:7]=1)=[O:5])C. The catalyst is [OH-].[Na+]. The product is [CH3:18][O:17][C:13]1[CH:12]=[CH:11][CH:10]=[C:9]2[C:14]=1[C:15](=[O:16])[C:6]([C:4]([OH:5])=[O:3])=[CH:7][NH:8]2. The yield is 0.520. (5) The reactants are [O:1]=[C:2]1[C:11]2[C:6](=[CH:7][CH:8]=[CH:9][CH:10]=2)[NH:5][CH:4]=[C:3]1[C:12]([NH:14][C:15]1[CH:23]=[C:22]2[C:18]([CH:19]=[CH:20][NH:21]2)=[CH:17][C:16]=1[C:24](O)=[O:25])=[O:13].CN(C(ON1N=NC2C=CC=NC1=2)=[N+](C)C)C.F[P-](F)(F)(F)(F)F.CCN(C(C)C)C(C)C.[CH2:60]([NH2:64])[CH:61]([CH3:63])[CH3:62]. The catalyst is CN(C=O)C. The product is [CH2:60]([NH:64][C:24]([C:16]1[CH:17]=[C:18]2[C:22](=[CH:23][C:15]=1[NH:14][C:12]([C:3]1[C:2](=[O:1])[C:11]3[C:6](=[CH:7][CH:8]=[CH:9][CH:10]=3)[NH:5][CH:4]=1)=[O:13])[NH:21][CH:20]=[CH:19]2)=[O:25])[CH:61]([CH3:63])[CH3:62]. The yield is 0.660.